This data is from Peptide-MHC class II binding affinity with 134,281 pairs from IEDB. The task is: Regression. Given a peptide amino acid sequence and an MHC pseudo amino acid sequence, predict their binding affinity value. This is MHC class II binding data. (1) The peptide sequence is AFKPVLVDEGRKVAI. The MHC is HLA-DQA10501-DQB10302 with pseudo-sequence HLA-DQA10501-DQB10302. The binding affinity (normalized) is 0.256. (2) The peptide sequence is QEYHRLIHSLAKTNN. The MHC is DRB1_0404 with pseudo-sequence DRB1_0404. The binding affinity (normalized) is 0.482. (3) The peptide sequence is YFIMAYVNQAHHIQL. The MHC is DRB5_0101 with pseudo-sequence DRB5_0101. The binding affinity (normalized) is 0.796.